This data is from Catalyst prediction with 721,799 reactions and 888 catalyst types from USPTO. The task is: Predict which catalyst facilitates the given reaction. (1) Reactant: Cl.[NH2:2][C:3]1[CH:4]=[C:5]2[C:10](=[CH:11][CH:12]=1)[N:9]=[C:8]([OH:13])[C:7]([OH:14])=[N:6]2.N([O-])=O.[Na+].[N-:19]=[N+:20]=[N-].[Na+]. Product: [N:2]([C:3]1[CH:4]=[C:5]2[C:10](=[CH:11][CH:12]=1)[N:9]=[C:8]([OH:13])[C:7]([OH:14])=[N:6]2)=[N+:19]=[N-:20]. The catalyst class is: 561. (2) Reactant: [CH2:1]([N:8]([CH3:31])[S:9]([C:12]1[CH:13]=[C:14]2[C:18](=[CH:19][CH:20]=1)[N:17](CCC#N)[C:16](=[O:25])[C:15]12OCCC[O:26]1)(=[O:11])=[O:10])[C:2]1[CH:7]=[CH:6][CH:5]=[CH:4][CH:3]=1.CCO.N.[H][H]. Product: [CH2:1]([N:8]([CH3:31])[S:9]([C:12]1[CH:13]=[C:14]2[C:18](=[CH:19][CH:20]=1)[NH:17][C:16](=[O:25])[C:15]2=[O:26])(=[O:11])=[O:10])[C:2]1[CH:7]=[CH:6][CH:5]=[CH:4][CH:3]=1. The catalyst class is: 814. (3) Reactant: Br[C:2]1[C:3]([C:19]#[N:20])=[CH:4][C:5]([F:18])=[C:6]([NH:8][CH:9]([CH2:13][C:14]([F:17])([F:16])[F:15])[C:10]([NH2:12])=[O:11])[CH:7]=1.Cl.[NH2:22][C:23]1[S:27][N:26]=[C:25]([CH3:28])[CH:24]=1.C([O-])([O-])=O.[K+].[K+].C1C=CC(P(C2C(C3C(P(C4C=CC=CC=4)C4C=CC=CC=4)=CC=C4C=3C=CC=C4)=C3C(C=CC=C3)=CC=2)C2C=CC=CC=2)=CC=1. Product: [C:19]([C:3]1[C:2]([NH:22][C:23]2[S:27][N:26]=[C:25]([CH3:28])[CH:24]=2)=[CH:7][C:6]([NH:8][CH:9]([CH2:13][C:14]([F:17])([F:16])[F:15])[C:10]([NH2:12])=[O:11])=[C:5]([F:18])[CH:4]=1)#[N:20]. The catalyst class is: 231.